This data is from NCI-60 drug combinations with 297,098 pairs across 59 cell lines. The task is: Regression. Given two drug SMILES strings and cell line genomic features, predict the synergy score measuring deviation from expected non-interaction effect. (1) Drug 1: C1=CC(=CC=C1CCCC(=O)O)N(CCCl)CCCl. Drug 2: CC1=C(N=C(N=C1N)C(CC(=O)N)NCC(C(=O)N)N)C(=O)NC(C(C2=CN=CN2)OC3C(C(C(C(O3)CO)O)O)OC4C(C(C(C(O4)CO)O)OC(=O)N)O)C(=O)NC(C)C(C(C)C(=O)NC(C(C)O)C(=O)NCCC5=NC(=CS5)C6=NC(=CS6)C(=O)NCCC[S+](C)C)O. Cell line: SK-MEL-28. Synergy scores: CSS=18.5, Synergy_ZIP=-2.21, Synergy_Bliss=3.83, Synergy_Loewe=-0.0167, Synergy_HSA=0.888. (2) Drug 1: COC1=NC(=NC2=C1N=CN2C3C(C(C(O3)CO)O)O)N. Drug 2: CC1CCCC2(C(O2)CC(NC(=O)CC(C(C(=O)C(C1O)C)(C)C)O)C(=CC3=CSC(=N3)C)C)C. Cell line: RXF 393. Synergy scores: CSS=25.6, Synergy_ZIP=0.0168, Synergy_Bliss=-2.71, Synergy_Loewe=-28.9, Synergy_HSA=-4.42. (3) Drug 1: C1CN1C2=NC(=NC(=N2)N3CC3)N4CC4. Drug 2: CN(CCCl)CCCl.Cl. Cell line: HCT-15. Synergy scores: CSS=29.4, Synergy_ZIP=-6.34, Synergy_Bliss=-2.66, Synergy_Loewe=-2.09, Synergy_HSA=1.10. (4) Drug 1: COC1=C(C=C2C(=C1)N=CN=C2NC3=CC(=C(C=C3)F)Cl)OCCCN4CCOCC4. Drug 2: C1=CC(=CC=C1CC(C(=O)O)N)N(CCCl)CCCl.Cl. Cell line: OVCAR-5. Synergy scores: CSS=48.7, Synergy_ZIP=1.96, Synergy_Bliss=2.14, Synergy_Loewe=-17.3, Synergy_HSA=0.923. (5) Drug 1: C1CN1P(=S)(N2CC2)N3CC3. Drug 2: C1CC(=O)NC(=O)C1N2C(=O)C3=CC=CC=C3C2=O. Cell line: U251. Synergy scores: CSS=11.2, Synergy_ZIP=-2.40, Synergy_Bliss=3.68, Synergy_Loewe=-11.3, Synergy_HSA=-0.685. (6) Drug 1: C1=NC(=NC(=O)N1C2C(C(C(O2)CO)O)O)N. Drug 2: CC1C(C(CC(O1)OC2CC(OC(C2O)C)OC3=CC4=CC5=C(C(=O)C(C(C5)C(C(=O)C(C(C)O)O)OC)OC6CC(C(C(O6)C)O)OC7CC(C(C(O7)C)O)OC8CC(C(C(O8)C)O)(C)O)C(=C4C(=C3C)O)O)O)O. Cell line: MOLT-4. Synergy scores: CSS=62.1, Synergy_ZIP=0.827, Synergy_Bliss=0.881, Synergy_Loewe=-23.2, Synergy_HSA=-2.66. (7) Drug 1: C#CCC(CC1=CN=C2C(=N1)C(=NC(=N2)N)N)C3=CC=C(C=C3)C(=O)NC(CCC(=O)O)C(=O)O. Drug 2: C1CCC(C(C1)N)N.C(=O)(C(=O)[O-])[O-].[Pt+4]. Cell line: T-47D. Synergy scores: CSS=18.7, Synergy_ZIP=-7.33, Synergy_Bliss=2.86, Synergy_Loewe=2.99, Synergy_HSA=2.54. (8) Drug 1: C1CCN(CC1)CCOC2=CC=C(C=C2)C(=O)C3=C(SC4=C3C=CC(=C4)O)C5=CC=C(C=C5)O. Drug 2: CC1=C2C(C(=O)C3(C(CC4C(C3C(C(C2(C)C)(CC1OC(=O)C(C(C5=CC=CC=C5)NC(=O)OC(C)(C)C)O)O)OC(=O)C6=CC=CC=C6)(CO4)OC(=O)C)OC)C)OC. Cell line: SN12C. Synergy scores: CSS=54.6, Synergy_ZIP=17.4, Synergy_Bliss=18.1, Synergy_Loewe=-19.8, Synergy_HSA=17.7. (9) Drug 1: C1=CC(=C2C(=C1NCCNCCO)C(=O)C3=C(C=CC(=C3C2=O)O)O)NCCNCCO. Drug 2: C1C(C(OC1N2C=C(C(=O)NC2=O)F)CO)O. Cell line: HOP-62. Synergy scores: CSS=64.2, Synergy_ZIP=-0.163, Synergy_Bliss=-0.890, Synergy_Loewe=1.93, Synergy_HSA=5.61.